From a dataset of Reaction yield outcomes from USPTO patents with 853,638 reactions. Predict the reaction yield, written as a fraction of the theoretical maximum amount of product (1.0 means a 100% yield; for example, 0.34 means a 34% yield). (1) The reactants are [F:1][C:2]([F:34])([F:33])[CH:3]([C:24]1[CH:29]=[C:28]([Cl:30])[C:27]([Cl:31])=[C:26]([Cl:32])[CH:25]=1)/[CH:4]=[CH:5]/[C:6]1[CH:11]=[CH:10][C:9]([NH:12][N:13]2C(=O)C3C(=CC=CC=3)C2=O)=[CH:8][CH:7]=1.O.NN. The catalyst is CCO. The product is [F:34][C:2]([F:1])([F:33])[CH:3]([C:24]1[CH:25]=[C:26]([Cl:32])[C:27]([Cl:31])=[C:28]([Cl:30])[CH:29]=1)/[CH:4]=[CH:5]/[C:6]1[CH:11]=[CH:10][C:9]([NH:12][NH2:13])=[CH:8][CH:7]=1. The yield is 0.660. (2) The reactants are C([Si](C)(C)[O:6][C:7]1[CH:14]=[CH:13][C:10]([CH:11]=[O:12])=[C:9]([CH:15]([CH3:17])[CH3:16])[CH:8]=1)(C)(C)C.[F-].C([N+](CCCC)(CCCC)CCCC)CCC. The catalyst is C1COCC1. The product is [OH:6][C:7]1[CH:14]=[CH:13][C:10]([CH:11]=[O:12])=[C:9]([CH:15]([CH3:17])[CH3:16])[CH:8]=1. The yield is 0.960. (3) The reactants are [F:1][C:2]1[CH:3]=[CH:4][C:5]([CH3:41])=[C:6]([CH:40]=1)[O:7][CH2:8][C:9]1[C:10]([C:23]2[CH:28]=[CH:27][C:26]([NH:29][C:30]([C:32]3[CH:37]=[CH:36][N:35]=[CH:34][CH:33]=3)=[O:31])=[CH:25][C:24]=2[O:38][CH3:39])=[CH:11][CH:12]=[C:13]2[C:18]=1[N:17]([CH3:19])[C:16](=[O:20])[C:15]([CH3:22])([CH3:21])[NH:14]2.[C:42](=O)([O-])[O-].CI. The catalyst is CN(C)C=O.C(OCC)(=O)C. The product is [F:1][C:2]1[CH:3]=[CH:4][C:5]([CH3:41])=[C:6]([CH:40]=1)[O:7][CH2:8][C:9]1[C:10]([C:23]2[CH:28]=[CH:27][C:26]([N:29]([CH3:42])[C:30]([C:32]3[CH:37]=[CH:36][N:35]=[CH:34][CH:33]=3)=[O:31])=[CH:25][C:24]=2[O:38][CH3:39])=[CH:11][CH:12]=[C:13]2[C:18]=1[N:17]([CH3:19])[C:16](=[O:20])[C:15]([CH3:22])([CH3:21])[NH:14]2. The yield is 0.320. (4) The reactants are [O:1]1[CH2:5][CH2:4][CH:3]([OH:6])[CH2:2]1.[H-].[Na+].Br[CH2:10][CH2:11][O:12][CH:13]1[CH2:18][CH2:17][CH2:16][CH2:15][O:14]1.C(OCC)(=O)C. The catalyst is CN(C)C=O. The product is [O:1]1[CH2:5][CH2:4][CH:3]([O:6][CH2:10][CH2:11][O:12][CH:13]2[CH2:18][CH2:17][CH2:16][CH2:15][O:14]2)[CH2:2]1. The yield is 0.360. (5) The reactants are [CH2:1]([N:8]1[C:16]2[C:11](=[C:12]([OH:18])[CH:13]=[C:14]([F:17])[CH:15]=2)[CH:10]=[C:9]1[C:19]([NH2:21])=[O:20])[C:2]1[CH:7]=[CH:6][CH:5]=[CH:4][CH:3]=1.N1C=CC=CC=1.[F:28][C:29]([F:42])([F:41])[S:30](O[S:30]([C:29]([F:42])([F:41])[F:28])(=[O:32])=[O:31])(=[O:32])=[O:31].CCOC(C)=O.O. The catalyst is C(Cl)Cl. The product is [CH2:1]([N:8]1[C:16]2[C:11](=[C:12]([O:18][S:30]([C:29]([F:42])([F:41])[F:28])(=[O:32])=[O:31])[CH:13]=[C:14]([F:17])[CH:15]=2)[CH:10]=[C:9]1[C:19](=[O:20])[NH2:21])[C:2]1[CH:3]=[CH:4][CH:5]=[CH:6][CH:7]=1. The yield is 0.440. (6) The reactants are [N-:1]=[N+:2]=[N-:3].[Na+].O(S(C(F)(F)F)(=O)=O)S(C(F)(F)F)(=O)=O.S(N=[N+]=[N-])(C(F)(F)F)(=O)=O.Cl.N[CH:32]([CH2:37][CH2:38][CH2:39][CH2:40][NH:41][C:42]([O:44][CH2:45][C:46]1[CH:51]=[CH:50][CH:49]=[CH:48][CH:47]=1)=[O:43])[C:33]([O:35][CH3:36])=[O:34]. The catalyst is O.CN(C1C=CN=CC=1)C.C(Cl)Cl. The product is [N:1]([CH:32]([CH2:37][CH2:38][CH2:39][CH2:40][NH:41][C:42]([O:44][CH2:45][C:46]1[CH:51]=[CH:50][CH:49]=[CH:48][CH:47]=1)=[O:43])[C:33]([O:35][CH3:36])=[O:34])=[N+:2]=[N-:3]. The yield is 0.960. (7) The reactants are [Br:1][C:2]1[CH:3]=[C:4]([SH:8])[CH:5]=[CH:6][CH:7]=1.[OH-].[Na+].[CH:11]12[O:18][CH:17]1[CH2:16][CH2:15][CH2:14][N:13]([C:19]([O:21][C:22]([CH3:25])([CH3:24])[CH3:23])=[O:20])[CH2:12]2. The catalyst is CO. The product is [Br:1][C:2]1[CH:3]=[C:4]([S:8][CH:17]2[CH2:16][CH2:15][CH2:14][N:13]([C:19]([O:21][C:22]([CH3:24])([CH3:23])[CH3:25])=[O:20])[CH2:12][CH:11]2[OH:18])[CH:5]=[CH:6][CH:7]=1. The yield is 0.540.